From a dataset of Full USPTO retrosynthesis dataset with 1.9M reactions from patents (1976-2016). Predict the reactants needed to synthesize the given product. Given the product [CH3:11][C:12]1[CH:21]=[CH:20][C:19]2[C:14](=[CH:15][CH:16]=[C:17]([C:2]3[CH:7]=[CH:6][CH:5]=[CH:4][C:3]=3[C:8]#[C:9][CH3:10])[CH:18]=2)[CH:13]=1, predict the reactants needed to synthesize it. The reactants are: Br[C:2]1[CH:7]=[CH:6][CH:5]=[CH:4][C:3]=1[C:8]#[C:9][CH3:10].[CH3:11][C:12]1[CH:13]=[C:14]2[C:19](=[CH:20][CH:21]=1)[CH:18]=[C:17](B(O)O)[CH:16]=[CH:15]2.C(=O)([O-])[O-].[K+].[K+].